The task is: Binary Classification. Given a drug SMILES string, predict its activity (active/inactive) in a high-throughput screening assay against a specified biological target.. This data is from M1 muscarinic receptor antagonist screen with 61,756 compounds. (1) The drug is O=C(C12CC3CC(C2)CC(C1)C3)Cn1c(N2CCOCC2)nc2n(c(=O)n(c(=O)c12)C)C. The result is 0 (inactive). (2) The compound is O(c1ccc(Cn2nnc(c2N)C(=O)NCc2ccc(OC)cc2)cc1)C. The result is 0 (inactive). (3) The drug is S(=O)(=O)(N(CC(=O)NCc1occc1)C)c1cc2n(c(=O)c(=O)n(c2cc1)C)C. The result is 0 (inactive). (4) The drug is o1c2c(c(CN3CCN(CC3)C\C=C\c3ccccc3)cc1=O)c(cc(c2)C)C. The result is 1 (active). (5) The compound is O1CCN(CCn2c(N3CCOCC3)nc3n(c(=O)[nH]c(=O)c23)C)CC1. The result is 0 (inactive). (6) The drug is S(c1n(c(nn1)c1c(OC)cccc1)c1ccccc1)CC(=O)Nc1sc(nn1)CC. The result is 0 (inactive). (7) The drug is S(CC(=O)Nc1cc(ccc1)C)c1oc(nn1)CNc1ccc(OC)cc1. The result is 0 (inactive).